This data is from Full USPTO retrosynthesis dataset with 1.9M reactions from patents (1976-2016). The task is: Predict the reactants needed to synthesize the given product. (1) Given the product [F:20][C:17]1[CH:18]=[CH:19][C:14]([C:7]2[C:6]3[C:11](=[CH:12][C:3]([CH:2]=[O:25])=[CH:4][CH:5]=3)[O:10][C:9](=[O:13])[CH:8]=2)=[CH:15][CH:16]=1, predict the reactants needed to synthesize it. The reactants are: Br[CH2:2][C:3]1[CH:12]=[C:11]2[C:6]([C:7]([C:14]3[CH:19]=[CH:18][C:17]([F:20])=[CH:16][CH:15]=3)=[CH:8][C:9](=[O:13])[O:10]2)=[CH:5][CH:4]=1.C[N+]1([O-])CC[O:25]CC1. (2) Given the product [CH3:1][O:2][CH2:3][CH2:4][N:5]1[CH:9]=[CH:8][C:7]([NH2:10])=[N:6]1, predict the reactants needed to synthesize it. The reactants are: [CH3:1][O:2][CH2:3][CH2:4][N:5]1[CH:9]=[CH:8][C:7]([N+:10]([O-])=O)=[N:6]1.CO.[H][H]. (3) The reactants are: [N:1]1([C:10]2[N:18]=[C:17]([NH:19][CH2:20][CH:21]3[CH2:26][CH2:25][N:24](C(OC(C)(C)C)=O)[CH2:23][CH2:22]3)[N:16]=[C:15]3[C:11]=2[N:12]=[CH:13][NH:14]3)[C:5]2[CH:6]=[CH:7][CH:8]=[CH:9][C:4]=2[N:3]=[CH:2]1.[C:34]([OH:40])([C:36]([F:39])([F:38])[F:37])=[O:35].C1(OC)C=CC=CC=1. Given the product [F:37][C:36]([F:39])([F:38])[C:34]([OH:40])=[O:35].[F:37][C:36]([F:39])([F:38])[C:34]([OH:40])=[O:35].[N:1]1([C:10]2[N:18]=[C:17]([NH:19][CH2:20][CH:21]3[CH2:26][CH2:25][NH:24][CH2:23][CH2:22]3)[N:16]=[C:15]3[C:11]=2[N:12]=[CH:13][NH:14]3)[C:5]2[CH:6]=[CH:7][CH:8]=[CH:9][C:4]=2[N:3]=[CH:2]1, predict the reactants needed to synthesize it. (4) Given the product [C:18]1([CH:17]([C:24]2[CH:25]=[CH:26][CH:27]=[CH:28][CH:29]=2)[C:16]([NH:30][C:31](=[O:45])[C@H:32]([CH3:44])[NH:33][C:34]([O:36][CH2:37][C:38]2[CH:43]=[CH:42][CH:41]=[CH:40][CH:39]=2)=[O:35])=[CH:15][CH2:14][S:11]([CH2:10][CH:9]=[C:8]([NH:46][C:47](=[O:61])[C@H:48]([CH3:60])[NH:49][C:50]([O:52][CH2:53][C:54]2[CH:55]=[CH:56][CH:57]=[CH:58][CH:59]=2)=[O:51])[CH:7]([C:1]2[CH:6]=[CH:5][CH:4]=[CH:3][CH:2]=2)[C:62]2[CH:63]=[CH:64][CH:65]=[CH:66][CH:67]=2)(=[O:12])=[O:13])[CH:23]=[CH:22][CH:21]=[CH:20][CH:19]=1, predict the reactants needed to synthesize it. The reactants are: [C:1]1([CH:7]([C:62]2[CH:67]=[CH:66][CH:65]=[CH:64][CH:63]=2)[C@H:8]([NH:46][C:47](=[O:61])[C@H:48]([CH3:60])[NH:49][C:50]([O:52][CH2:53][C:54]2[CH:59]=[CH:58][CH:57]=[CH:56][CH:55]=2)=[O:51])[CH:9]=[CH:10][S:11]([CH:14]=[CH:15][C@@H:16]([NH:30][C:31](=[O:45])[C@H:32]([CH3:44])[NH:33][C:34]([O:36][CH2:37][C:38]2[CH:43]=[CH:42][CH:41]=[CH:40][CH:39]=2)=[O:35])[CH:17]([C:24]2[CH:29]=[CH:28][CH:27]=[CH:26][CH:25]=2)[C:18]2[CH:23]=[CH:22][CH:21]=[CH:20][CH:19]=2)(=[O:13])=[O:12])[CH:6]=[CH:5][CH:4]=[CH:3][CH:2]=1.C([Li])CCC.C(OO)(C)(C)C.C1(C(C2C=CC=CC=2)[C@H](NC(=O)[C@H](CC(C)C)NC(OCC2C=CC=CC=2)=O)C=CS(C=C[C@@H](NC(=O)[C@H](CC(C)C)NC(OCC2C=CC=CC=2)=O)C(C2C=CC=CC=2)C2C=CC=CC=2)(=O)=O)C=CC=CC=1. (5) Given the product [Cl:1][C:2]1[CH:28]=[CH:27][C:5]2[NH:6][C:7]3[N:8]=[CH:9][CH:10]=[CH:11][C:12]=3[C:13]([CH2:18][O:19][CH:20]([CH3:21])[CH3:22])([C:14]([F:16])([F:17])[CH3:15])[C:4]=2[CH:3]=1, predict the reactants needed to synthesize it. The reactants are: [Cl:1][C:2]1[CH:28]=[CH:27][C:5]2[NH:6][C:7]3[N:8]=[CH:9][CH:10]=[CH:11][C:12]=3[C:13]([CH:18](OC(C)C)[O:19][CH:20]([CH3:22])[CH3:21])([C:14]([F:17])([F:16])[CH3:15])[C:4]=2[CH:3]=1.FC(F)(F)C(O)=O.C([SiH](CC)CC)C. (6) Given the product [CH3:30][CH:31]1[C:34](=[O:35])[NH:8][C:7]2[CH:6]=[CH:5][C:4]([C:11]3[CH:16]=[CH:15][C:14]([C:17]([F:20])([F:19])[F:18])=[CH:13][CH:12]=3)=[CH:3][C:2]=2[NH:33][CH2:32]1, predict the reactants needed to synthesize it. The reactants are: F[C:2]1[CH:3]=[C:4]([C:11]2[CH:16]=[CH:15][C:14]([C:17]([F:20])([F:19])[F:18])=[CH:13][CH:12]=2)[CH:5]=[CH:6][C:7]=1[N+:8]([O-])=O.C(N(CC)C(C)C)(C)C.[CH3:30][CH:31]([C:34](O)=[O:35])[CH2:32][NH2:33].ON1C(=O)CCC1=O.C(N=C=NC(C)C)(C)C.